This data is from Forward reaction prediction with 1.9M reactions from USPTO patents (1976-2016). The task is: Predict the product of the given reaction. (1) Given the reactants [CH:1]1[C:6](/[CH:7]=[CH:8]/[C:9]2[CH:14]=[C:13]([O:15][C@@H:16]3[O:21][C@H:20]([CH2:22][OH:23])[C@@H:19]([OH:24])[C@H:18]([OH:25])[C@H:17]3[OH:26])[CH:12]=[C:11]([OH:27])[CH:10]=2)=[CH:5][CH:4]=[C:3]([OH:28])[CH:2]=1, predict the reaction product. The product is: [OH:27][C:11]1[CH:12]=[C:13]([O:15][C@H:16]2[C@H:17]([OH:26])[C@@H:18]([OH:25])[C@H:19]([OH:24])[C@@H:20]([CH2:22][OH:23])[O:21]2)[CH:14]=[C:9]2[C:10]=1[CH:5]=[C:6](/[CH:1]=[CH:2]/[C:3](=[O:28])[CH3:4])[CH:7]=[CH:8]2. (2) Given the reactants [CH:1]1([C:4]2[N:5]=[N:6][S:7][C:8]=2[C:9]([O:11]C)=[O:10])[CH2:3][CH2:2]1.[OH-].[Na+], predict the reaction product. The product is: [CH:1]1([C:4]2[N:5]=[N:6][S:7][C:8]=2[C:9]([OH:11])=[O:10])[CH2:2][CH2:3]1. (3) Given the reactants Cl[C:2]1[N:7]=[CH:6][C:5]([CH2:8][C:9]2[C:18]3[CH:17]=[CH:16][CH:15]=[CH:14][C:13]=3[C:12]3[CH2:19][N:20]([C@@H:23]4[CH2:28][CH2:27][CH2:26][CH2:25][C@H:24]4[OH:29])[C:21](=[O:22])[C:11]=3[N:10]=2)=[CH:4][CH:3]=1.[NH:30]1[CH:34]=[CH:33][CH:32]=[N:31]1.C(=O)([O-])[O-].[Cs+].[Cs+].CN[C@@H]1CCCC[C@H]1NC, predict the reaction product. The product is: [OH:29][C@@H:24]1[CH2:25][CH2:26][CH2:27][CH2:28][C@H:23]1[N:20]1[CH2:19][C:12]2[C:13]3[CH:14]=[CH:15][CH:16]=[CH:17][C:18]=3[C:9]([CH2:8][C:5]3[CH:6]=[N:7][C:2]([N:30]4[CH:34]=[CH:33][CH:32]=[N:31]4)=[CH:3][CH:4]=3)=[N:10][C:11]=2[C:21]1=[O:22].